Dataset: Catalyst prediction with 721,799 reactions and 888 catalyst types from USPTO. Task: Predict which catalyst facilitates the given reaction. (1) Reactant: [C:1]1([CH3:11])[CH:6]=[CH:5][C:4]([S:7](Cl)(=[O:9])=[O:8])=[CH:3][CH:2]=1.[CH3:12][O:13][CH2:14][CH2:15][O:16][CH2:17][CH2:18][O:19][CH2:20][CH2:21][OH:22].O.C(OCC)(=O)C. Product: [CH3:11][C:1]1[CH:6]=[CH:5][C:4]([S:7]([O:22][CH2:21][CH2:20][O:19][CH2:18][CH2:17][O:16][CH2:15][CH2:14][O:13][CH3:12])(=[O:9])=[O:8])=[CH:3][CH:2]=1. The catalyst class is: 17. (2) Reactant: [NH2:1][C:2]1[C:3]([C:24]([O:26]C)=[O:25])=[N:4][C:5]([C:8]2[CH:13]=[CH:12][C:11]([S:14]([N:17]3[CH2:22][CH2:21][N:20]([CH3:23])[CH2:19][CH2:18]3)(=[O:16])=[O:15])=[CH:10][CH:9]=2)=[CH:6][N:7]=1.[OH-].[Li+]. Product: [NH2:1][C:2]1[C:3]([C:24]([OH:26])=[O:25])=[N:4][C:5]([C:8]2[CH:9]=[CH:10][C:11]([S:14]([N:17]3[CH2:18][CH2:19][N:20]([CH3:23])[CH2:21][CH2:22]3)(=[O:16])=[O:15])=[CH:12][CH:13]=2)=[CH:6][N:7]=1. The catalyst class is: 30. (3) Reactant: [CH3:13][C:12]([O:11][C:9](O[C:9]([O:11][C:12]([CH3:15])([CH3:14])[CH3:13])=[O:10])=[O:10])([CH3:15])[CH3:14].[NH:16]1[C:24]2[C:19](=[CH:20][N:21]=[CH:22][CH:23]=2)[CH:18]=[CH:17]1.C(N(CC)CC)C. Product: [N:16]1([C:9]([O:11][C:12]([CH3:13])([CH3:14])[CH3:15])=[O:10])[C:24]2[CH:23]=[CH:22][N:21]=[CH:20][C:19]=2[CH:18]=[CH:17]1. The catalyst class is: 4. (4) Product: [F:41][CH2:13][C:12]([CH3:16])([CH3:15])[C:11]([NH:10][CH2:9][C:6]1[CH:7]=[N:8][C:3]([CH:2]([F:1])[F:34])=[C:4]([C:18]2[NH:22][C:21](=[O:23])[N:20]([C:24]3[CH:29]=[CH:28][C:27]([C:30]([F:33])([F:32])[F:31])=[CH:26][CH:25]=3)[N:19]=2)[CH:5]=1)=[O:17]. The catalyst class is: 2. Reactant: [F:1][CH:2]([F:34])[C:3]1[N:8]=[CH:7][C:6]([CH2:9][NH:10][C:11](=[O:17])[C:12]([CH3:16])([CH3:15])[CH2:13]O)=[CH:5][C:4]=1[C:18]1[NH:22][C:21](=[O:23])[N:20]([C:24]2[CH:29]=[CH:28][C:27]([C:30]([F:33])([F:32])[F:31])=[CH:26][CH:25]=2)[N:19]=1.CCN(S(F)(F)[F:41])CC. (5) Reactant: [N:1]([C@@H:4]1[CH2:13][C:12]2[C:7](=[CH:8][CH:9]=[CH:10][CH:11]=2)[N:6]([C:14]([O:16][CH3:17])=[O:15])[CH2:5]1)=[N+:2]=[N-:3].C(O[Na])(C)=O.[Br:23]Br. The catalyst class is: 15. Product: [N:1]([C@@H:4]1[CH2:13][C:12]2[C:7](=[CH:8][CH:9]=[C:10]([Br:23])[CH:11]=2)[N:6]([C:14]([O:16][CH3:17])=[O:15])[CH2:5]1)=[N+:2]=[N-:3].